Dataset: Reaction yield outcomes from USPTO patents with 853,638 reactions. Task: Predict the reaction yield, written as a fraction of the theoretical maximum amount of product (1.0 means a 100% yield; for example, 0.34 means a 34% yield). (1) The reactants are [Br:1][C:2]1[N:7]=[CH:6][C:5]([NH:8][C@@H:9]([CH3:12])[CH2:10][OH:11])=[C:4]([N+:13]([O-])=O)[CH:3]=1.[Cl-].[NH4+]. The catalyst is C(O)C.O.[Fe]. The product is [NH2:13][C:4]1[CH:3]=[C:2]([Br:1])[N:7]=[CH:6][C:5]=1[NH:8][C@@H:9]([CH3:12])[CH2:10][OH:11]. The yield is 0.630. (2) The reactants are C([Si](C)(C)[O:6][CH2:7][CH2:8][N:9]1[CH:13]=[CH:12][C:11]([NH:14][C:15](=[O:33])[C@@H:16]([C:23]2[CH:28]=[CH:27][C:26]([S:29]([CH3:32])(=[O:31])=[O:30])=[CH:25][CH:24]=2)[CH2:17][CH:18]2[CH2:22][CH2:21][CH2:20][CH2:19]2)=[N:10]1)(C)(C)C.Cl. The catalyst is C(O)C.C(OCC)(=O)C.C(Cl)Cl. The product is [CH:18]1([CH2:17][C@H:16]([C:23]2[CH:28]=[CH:27][C:26]([S:29]([CH3:32])(=[O:31])=[O:30])=[CH:25][CH:24]=2)[C:15]([NH:14][C:11]2[CH:12]=[CH:13][N:9]([CH2:8][CH2:7][OH:6])[N:10]=2)=[O:33])[CH2:22][CH2:21][CH2:20][CH2:19]1. The yield is 0.780.